From a dataset of Catalyst prediction with 721,799 reactions and 888 catalyst types from USPTO. Predict which catalyst facilitates the given reaction. Reactant: [CH:1]([C:3]1[O:7][C:6]([C:8]2[CH:9]=[C:10]([CH:14]=[CH:15][CH:16]=2)[C:11]([OH:13])=[O:12])=[CH:5][CH:4]=1)=O.[CH3:17][C:18]1[CH2:22][C:21](=[O:23])[NH:20][N:19]=1.N1CCCCC1. Product: [CH3:17][C:18]1[C:22](=[CH:1][C:3]2[O:7][C:6]([C:8]3[CH:9]=[C:10]([CH:14]=[CH:15][CH:16]=3)[C:11]([OH:13])=[O:12])=[CH:5][CH:4]=2)[C:21](=[O:23])[NH:20][N:19]=1. The catalyst class is: 14.